From a dataset of Reaction yield outcomes from USPTO patents with 853,638 reactions. Predict the reaction yield, written as a fraction of the theoretical maximum amount of product (1.0 means a 100% yield; for example, 0.34 means a 34% yield). (1) The reactants are [Cl:1][C:2]1[CH:10]=[CH:9][CH:8]=[CH:7][C:3]=1[C:4]([NH2:6])=[O:5].[C:11](Cl)(=[O:15])C(Cl)=O.[CH:17]([S:19]([C:22]1[CH:31]=[CH:30][C:25]2[N:26]=[C:27]([NH2:29])[S:28][C:24]=2[CH:23]=1)(=[O:21])=[O:20])=[CH2:18]. The catalyst is C1COCC1. The product is [Cl:1][C:2]1[CH:10]=[CH:9][CH:8]=[CH:7][C:3]=1[C:4]([NH:6][C:11](=[O:15])[NH:29][C:27]1[S:28][C:24]2[CH:23]=[C:22]([S:19]([CH:17]=[CH2:18])(=[O:21])=[O:20])[CH:31]=[CH:30][C:25]=2[N:26]=1)=[O:5]. The yield is 0.710. (2) The reactants are [F:1][C:2]1[CH:7]=[C:6]([F:8])[CH:5]=[CH:4][C:3]=1[OH:9].[N+:10]([O-])([O:12]C(C)C)=[O:11].S(=O)(=O)(O)O. The catalyst is ClCCl.S([O-])(O)(=O)=O.C([N+](CCCC)(CCCC)CCCC)CCC. The product is [F:1][C:2]1[CH:7]=[C:6]([F:8])[CH:5]=[C:4]([N+:10]([O-:12])=[O:11])[C:3]=1[OH:9]. The yield is 0.830.